The task is: Predict the reaction yield, written as a fraction of the theoretical maximum amount of product (1.0 means a 100% yield; for example, 0.34 means a 34% yield).. This data is from Reaction yield outcomes from USPTO patents with 853,638 reactions. (1) The reactants are [Br:1][C:2]1[CH:7]=[CH:6][C:5]([NH:8][C:9](=[O:14])[C:10]([CH3:13])([CH3:12])[CH3:11])=[C:4]([C:15]2[C:20]([F:21])=[CH:19][CH:18]=[CH:17][N:16]=2)[CH:3]=1.C(OC(C(F)(F)F)=O)(C(F)(F)F)=O.[N+:35]([O-])([OH:37])=[O:36].CO. The catalyst is C(O)(C(F)(F)F)=O.O. The product is [Br:1][C:2]1[CH:7]=[C:6]([N+:35]([O-:37])=[O:36])[C:5]([NH:8][C:9](=[O:14])[C:10]([CH3:13])([CH3:12])[CH3:11])=[C:4]([C:15]2[C:20]([F:21])=[CH:19][CH:18]=[CH:17][N:16]=2)[CH:3]=1. The yield is 0.820. (2) The reactants are [F:1][C:2]1[CH:3]=[CH:4][C:5](I)=[C:6]([CH:10]=1)[C:7]([OH:9])=[O:8].[N:12]1[NH:13][N:14]=[CH:15][CH:16]=1.C([O-])([O-])=O.[Cs+].[Cs+].CN[C@@H]1CCCC[C@H]1NC. The catalyst is O.[Cu]I.CN(C=O)C. The product is [F:1][C:2]1[CH:3]=[CH:4][C:5]([N:13]2[N:14]=[CH:15][CH:16]=[N:12]2)=[C:6]([CH:10]=1)[C:7]([OH:9])=[O:8]. The yield is 0.710. (3) The product is [F:1][C:2]1[CH:3]=[C:4]([CH:31]=[C:32]([F:34])[CH:33]=1)[CH2:5][C@H:6]1[C@@H:10]([C@H:11]2[CH2:16][C@H:14]([OH:15])[CH2:13][N:12]2[CH:17]([C:18]2[CH:23]=[CH:22][CH:21]=[CH:20][CH:19]=2)[C:24]2[CH:29]=[CH:28][CH:27]=[CH:26][CH:25]=2)[O:9][C:8](=[O:30])[NH:7]1. The catalyst is C(#N)C. The reactants are [F:1][C:2]1[CH:3]=[C:4]([CH:31]=[C:32]([F:34])[CH:33]=1)[CH2:5][C@H:6]1[C@@H:10]([C@H:11]2[CH2:16][O:15][CH2:14][CH2:13][N:12]2[CH:17]([C:24]2[CH:29]=[CH:28][CH:27]=[CH:26][CH:25]=2)[C:18]2[CH:23]=[CH:22][CH:21]=[CH:20][CH:19]=2)[O:9][C:8](=[O:30])[NH:7]1.FC1C=C(C=C(F)C=1)C[C@H]1[C@@H](C2COCCN2)OC(=O)N1.C(=O)([O-])[O-].[K+].[K+].BrC(C1C=CC=CC=1)C1C=CC=CC=1. The yield is 0.290. (4) The reactants are [CH3:1][C:2]1([CH3:12])[O:6][C@H:5]([CH2:7][C:8]([OH:10])=O)[C:4](=[O:11])[O:3]1.[CH2:13]([SH:15])[CH3:14].C1CCC(N=C=NC2CCCCC2)CC1.C(O)(=O)C. The catalyst is C(Cl)Cl.CN(C)C1C=CN=CC=1.CCOCC. The product is [CH3:12][C:2]1([CH3:1])[O:6][C@H:5]([CH2:7][C:8](=[O:10])[S:15][CH2:13][CH3:14])[C:4](=[O:11])[O:3]1. The yield is 0.718. (5) The product is [Cl:1][C:2]1[C:3]([O:12][C:13]2[CH:18]=[C:17]([OH:19])[CH:16]=[CH:15][C:14]=2/[CH:23]=[CH:24]/[C:25]([O:27][CH2:28][CH3:29])=[O:26])=[N:4][CH:5]=[C:6]([C:8]([F:10])([F:9])[F:11])[CH:7]=1. The reactants are [Cl:1][C:2]1[C:3]([O:12][C:13]2[CH:18]=[C:17]([O:19]COC)[CH:16]=[CH:15][C:14]=2/[CH:23]=[CH:24]/[C:25]([O:27][CH2:28][CH3:29])=[O:26])=[N:4][CH:5]=[C:6]([C:8]([F:11])([F:10])[F:9])[CH:7]=1.Cl.[OH-].[Na+]. The yield is 1.00. The catalyst is CC(C)=O.C(OCC)(=O)C. (6) The reactants are [CH3:1][N:2]([CH3:32])[C:3]1[CH:31]=[CH:30][C:6]([CH2:7][N:8]2[C:17]3[C:12](=[CH:13][CH:14]=[CH:15][CH:16]=3)[C:11](=[O:18])[N:10]([CH2:19][C:20]3[CH:28]=[CH:27][C:23]([C:24](O)=[O:25])=[CH:22][CH:21]=3)[C:9]2=[O:29])=[CH:5][CH:4]=1.[NH2:33][CH2:34][CH:35]1[CH2:38][O:37][CH2:36]1.CN(C(ON1N=NC2C=CC=CC1=2)=[N+](C)C)C.F[P-](F)(F)(F)(F)F.C(N(CC)C(C)C)(C)C. The catalyst is CN(C=O)C.C(Cl)Cl. The product is [CH3:1][N:2]([CH3:32])[C:3]1[CH:4]=[CH:5][C:6]([CH2:7][N:8]2[C:17]3[C:12](=[CH:13][CH:14]=[CH:15][CH:16]=3)[C:11](=[O:18])[N:10]([CH2:19][C:20]3[CH:21]=[CH:22][C:23]([C:24]([NH:33][CH2:34][CH:35]4[CH2:38][O:37][CH2:36]4)=[O:25])=[CH:27][CH:28]=3)[C:9]2=[O:29])=[CH:30][CH:31]=1. The yield is 0.710. (7) The reactants are [OH:1][C:2]1[CH:3]=[C:4]2[C:9](=[CH:10][CH:11]=1)[CH:8]=[C:7]([C@:12]1([CH3:18])[CH2:16][O:15][C:14](=[O:17])[NH:13]1)[CH:6]=[CH:5]2.[CH3:19][C:20]([CH:24]1[CH2:29][CH2:28][CH:27](O)[CH2:26][CH2:25]1)([CH3:23])[CH2:21][CH3:22].O1CCCC1.C1(P(C2C=CC=CC=2)C2C=CC=CC=2)C=CC=CC=1.N(C(OC(C)C)=O)=NC(OC(C)C)=O. No catalyst specified. The product is [CH3:23][C:20]([CH:24]1[CH2:25][CH2:26][CH:27]([O:1][C:2]2[CH:3]=[C:4]3[C:9](=[CH:10][CH:11]=2)[CH:8]=[C:7]([C@:12]2([CH3:18])[CH2:16][O:15][C:14](=[O:17])[NH:13]2)[CH:6]=[CH:5]3)[CH2:28][CH2:29]1)([CH3:19])[CH2:21][CH3:22]. The yield is 0.840. (8) The reactants are [CH3:1][C:2]1[N:6]=[C:5]([NH2:7])[S:4][N:3]=1.[O:8]1[C:12]2[CH:13]=[CH:14][C:15]([C:17]3[S:18][CH:19]=[C:20]([C:22](O)=[O:23])[N:21]=3)=[CH:16][C:11]=2[CH2:10][CH2:9]1.CN(C(ON1N=NC2C=CC=CC1=2)=[N+](C)C)C.F[P-](F)(F)(F)(F)F.CCN(C(C)C)C(C)C. The catalyst is C(Cl)Cl. The product is [O:8]1[C:12]2[CH:13]=[CH:14][C:15]([C:17]3[S:18][CH:19]=[C:20]([C:22]([NH:7][C:5]4[S:4][N:3]=[C:2]([CH3:1])[N:6]=4)=[O:23])[N:21]=3)=[CH:16][C:11]=2[CH2:10][CH2:9]1. The yield is 0.720. (9) The reactants are [H-].[Na+].[C:3]([O:7][C:8]([N:10]1[CH2:15][CH2:14][NH:13][C:12](=[O:16])[CH2:11]1)=[O:9])([CH3:6])([CH3:5])[CH3:4].Cl[CH2:18][CH2:19][N:20]1[CH2:24][CH2:23][CH2:22][CH2:21]1.Cl.ClCCN1CCCC1. The catalyst is CN(C)C(=O)C.C1(C)C=CC=CC=1. The product is [C:3]([O:7][C:8]([N:10]1[CH2:15][CH2:14][N:13]([CH2:18][CH2:19][N:20]2[CH2:24][CH2:23][CH2:22][CH2:21]2)[C:12](=[O:16])[CH2:11]1)=[O:9])([CH3:6])([CH3:4])[CH3:5]. The yield is 0.420. (10) The reactants are [NH2:1][C:2]1[CH:7]=[CH:6][C:5]([OH:8])=[CH:4][CH:3]=1.Cl[C:10]1[CH:15]=[CH:14][N:13]=[C:12]([CH3:16])[CH:11]=1.CC(C)([O-])C.[K+].O. The catalyst is CN1C(=O)N(C)CCC1. The product is [CH3:16][C:12]1[CH:11]=[C:10]([O:8][C:5]2[CH:6]=[CH:7][C:2]([NH2:1])=[CH:3][CH:4]=2)[CH:15]=[CH:14][N:13]=1. The yield is 0.0900.